This data is from Tyrosyl-DNA phosphodiesterase HTS with 341,365 compounds. The task is: Binary Classification. Given a drug SMILES string, predict its activity (active/inactive) in a high-throughput screening assay against a specified biological target. (1) The molecule is o1c(nc(c1OC(=O)C)/C=N\c1ncccc1)c1ccccc1. The result is 0 (inactive). (2) The drug is FC(F)(F)c1n2nc(cc2nc(c1)c1ccccc1)C(OC)=O. The result is 0 (inactive).